This data is from Forward reaction prediction with 1.9M reactions from USPTO patents (1976-2016). The task is: Predict the product of the given reaction. (1) Given the reactants [Cl:1][C:2]1[CH:32]=[CH:31][C:5]([CH2:6][NH:7][C:8](=[O:30])[CH2:9][C@@H:10]2[CH2:21][CH:20]=[CH:19][CH2:18][CH2:17][C:16](=[O:22])[O:15][C@H:14]([C:23]3[CH:28]=[CH:27][CH:26]=[CH:25][CH:24]=3)[CH2:13][NH:12][C:11]2=[O:29])=[CH:4][CH:3]=1.C1C=C(Cl)C=C(C(OO)=[O:41])C=1, predict the reaction product. The product is: [Cl:1][C:2]1[CH:3]=[CH:4][C:5]([CH2:6][NH:7][C:8](=[O:30])[CH2:9][C@@H:10]2[CH2:21][C@H:20]3[C@@H:19]([O:41]3)[CH2:18][CH2:17][C:16](=[O:22])[O:15][C@H:14]([C:23]3[CH:24]=[CH:25][CH:26]=[CH:27][CH:28]=3)[CH2:13][NH:12][C:11]2=[O:29])=[CH:31][CH:32]=1. (2) Given the reactants [C:1]1([CH2:7][CH2:8][C:9]([NH:11][S:12]([C:15]2[CH:16]=[C:17]([C:24]3[CH:29]=[CH:28][CH:27]=[CH:26][C:25]=3[OH:30])[C:18]([OH:23])=[C:19]([CH:21]=O)[CH:20]=2)(=[O:14])=[O:13])=[O:10])[CH:6]=[CH:5][CH:4]=[CH:3][CH:2]=1.Cl.[NH2:32][C:33]1[CH:34]=[C:35]([CH:39]=[CH:40][C:41]=1[NH2:42])[C:36]([NH2:38])=[NH:37].C1(=O)C=CC(=O)C=C1, predict the reaction product. The product is: [OH:23][C:18]1[C:19]([C:21]2[NH:42][C:41]3[CH:40]=[CH:39][C:35]([C:36]([NH2:38])=[NH:37])=[CH:34][C:33]=3[N:32]=2)=[CH:20][C:15]([S:12]([NH:11][C:9](=[O:10])[CH2:8][CH2:7][C:1]2[CH:2]=[CH:3][CH:4]=[CH:5][CH:6]=2)(=[O:13])=[O:14])=[CH:16][C:17]=1[C:24]1[CH:29]=[CH:28][CH:27]=[CH:26][C:25]=1[OH:30]. (3) Given the reactants [Li][CH2:2][CH2:3]CC.[C:6]([N:13]1[C@@H:18]([CH:19]=O)[CH2:17][CH2:16][CH2:15][C@@H:14]1[CH3:21])([O:8][C:9]([CH3:12])([CH3:11])[CH3:10])=[O:7].CCOC(C)=O.CCCCCC, predict the reaction product. The product is: [C:6]([N:13]1[C@@H:18]([CH:19]=[CH:2][CH3:3])[CH2:17][CH2:16][CH2:15][C@@H:14]1[CH3:21])([O:8][C:9]([CH3:12])([CH3:11])[CH3:10])=[O:7]. (4) Given the reactants Cl.Cl.[CH3:3][C@H:4]1[CH2:8][CH2:7][CH2:6][N:5]1[C@H:9]1[CH2:13][CH2:12][NH:11][CH2:10]1.Cl[C:15]1[CH:20]=[CH:19][C:18]([N+:21]([O-:23])=[O:22])=[C:17]([CH3:24])[N:16]=1.C(=O)([O-])[O-].[K+].[K+], predict the reaction product. The product is: [CH3:3][C@H:4]1[CH2:8][CH2:7][CH2:6][N:5]1[C@H:9]1[CH2:13][CH2:12][N:11]([C:15]2[CH:20]=[CH:19][C:18]([N+:21]([O-:23])=[O:22])=[C:17]([CH3:24])[N:16]=2)[CH2:10]1.